This data is from Reaction yield outcomes from USPTO patents with 853,638 reactions. The task is: Predict the reaction yield, written as a fraction of the theoretical maximum amount of product (1.0 means a 100% yield; for example, 0.34 means a 34% yield). (1) The reactants are Cl.[N+:2]([C:5]1[CH:14]=[CH:13][C:8]([C:9](=[NH:12])OC)=[CH:7][CH:6]=1)([O-:4])=[O:3].Cl.[F:16][C:17]([F:28])([F:27])[O:18][C:19]1[CH:24]=[CH:23][C:22]([NH:25][NH2:26])=[CH:21][CH:20]=1. The catalyst is N1C=CC=CC=1.O.C(Cl)Cl. The product is [N+:2]([C:5]1[CH:6]=[CH:7][C:8]([C:9](=[NH:12])[NH:26][NH:25][C:22]2[CH:23]=[CH:24][C:19]([O:18][C:17]([F:16])([F:28])[F:27])=[CH:20][CH:21]=2)=[CH:13][CH:14]=1)([O-:4])=[O:3]. The yield is 0.570. (2) The reactants are [NH4+:1].[Cl-].[CH3:3][C:4]([C:6]1[CH:11]=[CH:10][CH:9]=[C:8]([N+:12]([O-:14])=[O:13])[CH:7]=1)=O.C[Si](C#N)(C)C.[NH3:21].[CH3:22]O. No catalyst specified. The product is [NH2:1][C:4]([C:6]1[CH:11]=[CH:10][CH:9]=[C:8]([N+:12]([O-:14])=[O:13])[CH:7]=1)([CH3:22])[C:3]#[N:21]. The yield is 0.960. (3) The reactants are [I:1][C:2]1[CH:19]=[C:18]([I:20])[CH:17]=[C:16]([I:21])[C:3]=1[O:4][CH2:5][CH2:6][CH2:7][CH2:8][CH2:9][CH2:10][C:11]([O:13]CC)=[O:12].[OH-].[Na+]. The catalyst is C(O)C. The product is [I:1][C:2]1[CH:19]=[C:18]([I:20])[CH:17]=[C:16]([I:21])[C:3]=1[O:4][CH2:5][CH2:6][CH2:7][CH2:8][CH2:9][CH2:10][C:11]([OH:13])=[O:12]. The yield is 0.900. (4) The product is [F:1][C:2]1[C:3]([NH:12][C:13]2[CH:18]=[CH:17][C:16]([I:19])=[CH:15][C:14]=2[F:20])=[C:4]([C:5]([N:39]2[CH2:40][C:37]([CH:35]([OH:34])[CH3:36])([OH:41])[CH2:38]2)=[O:7])[CH:8]=[CH:9][C:10]=1[F:11]. The reactants are [F:1][C:2]1[C:3]([NH:12][C:13]2[CH:18]=[CH:17][C:16]([I:19])=[CH:15][C:14]=2[F:20])=[C:4]([CH:8]=[CH:9][C:10]=1[F:11])[C:5]([OH:7])=O.Cl.CN(C)CCCN=C=NCC.Cl.[OH:34][CH:35]([C:37]1([OH:41])[CH2:40][NH:39][CH2:38]1)[CH3:36].C(OCC)(=O)C. The catalyst is CN(C)C1C=CN=CC=1.CN(C=O)C. The yield is 0.650.